Predict the product of the given reaction. From a dataset of Forward reaction prediction with 1.9M reactions from USPTO patents (1976-2016). (1) Given the reactants [Cl:1][C:2]1[CH:3]=[CH:4][CH:5]=[C:6]2[C:15]=1[N:14]=[C:13]1[N:8]([CH2:9][CH2:10][CH2:11][O:12]1)[C:7]2=[O:16].[Cl:17][C:18]1[CH:23]=[CH:22][C:21]([N:24]2[CH2:30][CH:29]3[NH:31][CH:26]([CH2:27][CH2:28]3)[CH2:25]2)=[CH:20][CH:19]=1.C(N(CC)CC)C.C1(C)C=CC(S(O)(=O)=O)=CC=1, predict the reaction product. The product is: [Cl:1][C:2]1[CH:3]=[CH:4][CH:5]=[C:6]2[C:15]=1[NH:14][C:13](=[O:12])[N:8]([CH2:9][CH2:10][CH2:11][N:31]1[CH:29]3[CH2:28][CH2:27][CH:26]1[CH2:25][N:24]([C:21]1[CH:22]=[CH:23][C:18]([Cl:17])=[CH:19][CH:20]=1)[CH2:30]3)[C:7]2=[O:16]. (2) Given the reactants [CH3:1][O:2][C:3](=[O:12])[C:4]1[CH:9]=[C:8]([OH:10])[CH:7]=[CH:6][C:5]=1[Br:11].C([O-])([O-])=O.[K+].[K+].[CH:19]1[CH:24]=[CH:23][C:22]([CH2:25]Br)=[CH:21][CH:20]=1.CC(=O)OCC, predict the reaction product. The product is: [CH3:1][O:2][C:3](=[O:12])[C:4]1[CH:9]=[C:8]([O:10][CH2:25][C:22]2[CH:23]=[CH:24][CH:19]=[CH:20][CH:21]=2)[CH:7]=[CH:6][C:5]=1[Br:11].